Dataset: Full USPTO retrosynthesis dataset with 1.9M reactions from patents (1976-2016). Task: Predict the reactants needed to synthesize the given product. (1) Given the product [CH2:19]([N:21]([CH2:29][CH2:30][O:31][CH3:32])[C:22]1[N:23]=[CH:24][C:25]([NH:28][C:12]([C:10]2[N:11]=[C:7]([C:1]3[CH:2]=[CH:3][CH:4]=[CH:5][CH:6]=3)[O:8][C:9]=2[C:15]([F:18])([F:17])[F:16])=[O:14])=[CH:26][CH:27]=1)[CH3:20], predict the reactants needed to synthesize it. The reactants are: [C:1]1([C:7]2[O:8][C:9]([C:15]([F:18])([F:17])[F:16])=[C:10]([C:12]([OH:14])=O)[N:11]=2)[CH:6]=[CH:5][CH:4]=[CH:3][CH:2]=1.[CH2:19]([N:21]([CH2:29][CH2:30][O:31][CH3:32])[C:22]1[CH:27]=[CH:26][C:25]([NH2:28])=[CH:24][N:23]=1)[CH3:20]. (2) Given the product [NH2:24][C:20]1([C:17]2[CH:16]=[CH:15][C:14]([C:12]3[N:13]=[C:6]4[C:5]([C:3]([NH2:31])=[O:2])=[CH:10][CH:9]=[CH:8][N:7]4[C:11]=3[C:25]3[CH:30]=[CH:29][CH:28]=[CH:27][CH:26]=3)=[CH:19][CH:18]=2)[CH2:21][CH2:22][CH2:23]1, predict the reactants needed to synthesize it. The reactants are: C[O:2][C:3]([C:5]1[C:6]2[N:7]([C:11]([C:25]3[CH:30]=[CH:29][CH:28]=[CH:27][CH:26]=3)=[C:12]([C:14]3[CH:19]=[CH:18][C:17]([C:20]4([NH2:24])[CH2:23][CH2:22][CH2:21]4)=[CH:16][CH:15]=3)[N:13]=2)[CH:8]=[CH:9][CH:10]=1)=O.[NH3:31]. (3) Given the product [N:1]1[CH:6]=[CH:5][CH:4]=[CH:3][C:2]=1[CH2:7][O:8][C:9]1[CH:10]=[C:11]2[C:15](=[CH:16][CH:17]=1)[N:14]([CH2:18][C:19]1[CH:20]=[CH:21][C:22]([C:25]3[CH:26]=[CH:27][C:28]([O:31][CH3:32])=[N:29][CH:30]=3)=[CH:23][CH:24]=1)[C:13]([CH2:33][C:34]([CH3:39])([CH3:38])[C:35]([O-:37])=[O:36])=[C:12]2[S:40][C:41]([CH3:44])([CH3:43])[CH3:42].[Li+:45], predict the reactants needed to synthesize it. The reactants are: [N:1]1[CH:6]=[CH:5][CH:4]=[CH:3][C:2]=1[CH2:7][O:8][C:9]1[CH:10]=[C:11]2[C:15](=[CH:16][CH:17]=1)[N:14]([CH2:18][C:19]1[CH:24]=[CH:23][C:22]([C:25]3[CH:26]=[CH:27][C:28]([O:31][CH3:32])=[N:29][CH:30]=3)=[CH:21][CH:20]=1)[C:13]([CH2:33][C:34]([CH3:39])([CH3:38])[C:35]([OH:37])=[O:36])=[C:12]2[S:40][C:41]([CH3:44])([CH3:43])[CH3:42].[Li+:45].[OH-].O. (4) Given the product [CH3:21][O:20][C:17]1[CH:18]=[CH:19][C:14]([C:9]2[C:10](=[O:13])[O:11][CH2:12][C:8]=2[C:5]2[CH:6]=[CH:7][C:2]([CH2:22][CH2:29][C:30]3[CH:39]=[CH:38][C:37]4[C:32](=[CH:33][CH:34]=[CH:35][CH:36]=4)[N:31]=3)=[CH:3][CH:4]=2)=[CH:15][CH:16]=1, predict the reactants needed to synthesize it. The reactants are: O[C:2]1[CH:7]=[CH:6][C:5]([C:8]2[CH2:12][O:11][C:10](=[O:13])[C:9]=2[C:14]2[CH:19]=[CH:18][C:17]([O:20][CH3:21])=[CH:16][CH:15]=2)=[CH:4][CH:3]=1.[C:22]([O-])([O-])=O.[K+].[K+].Cl[CH2:29][C:30]1[CH:39]=[CH:38][C:37]2[C:32](=[CH:33][CH:34]=[CH:35][CH:36]=2)[N:31]=1. (5) Given the product [Cl:1][C:2]1[N:6]2[CH:7]=[C:8]([C:15]3[CH2:16][CH2:17][N:18]([S:44]([CH3:47])(=[O:46])=[O:45])[CH2:19][CH:20]=3)[CH:9]=[C:10]([C:11]([F:13])([F:14])[F:12])[C:5]2=[N:4][C:3]=1[C:21]([N:23]1[CH2:27][CH2:26][CH:25]([C:28]2[CH:33]=[CH:32][CH:31]=[C:30]([F:34])[CH:29]=2)[CH2:24]1)=[O:22], predict the reactants needed to synthesize it. The reactants are: [Cl:1][C:2]1[N:6]2[CH:7]=[C:8]([C:15]3[CH2:16][CH2:17][NH:18][CH2:19][CH:20]=3)[CH:9]=[C:10]([C:11]([F:14])([F:13])[F:12])[C:5]2=[N:4][C:3]=1[C:21]([N:23]1[CH2:27][CH2:26][CH:25]([C:28]2[CH:33]=[CH:32][CH:31]=[C:30]([F:34])[CH:29]=2)[CH2:24]1)=[O:22].C(N(CC)C(C)C)(C)C.[S:44](Cl)([CH3:47])(=[O:46])=[O:45]. (6) The reactants are: S(S([O-])=O)([O-])=O.[Na+].[Na+].[C:9]([O:13][C:14]([N:16]1[C:24]2[C:19](=[C:20]([NH:28][C:29]3[CH:34]=[CH:33][C:32]([I:35])=[CH:31][C:30]=3[F:36])[C:21]([N+:25]([O-])=O)=[CH:22][CH:23]=2)[CH:18]=[N:17]1)=[O:15])([CH3:12])([CH3:11])[CH3:10].C1COCC1.C(=O)([O-])O.[Na+]. Given the product [C:9]([O:13][C:14]([N:16]1[C:24]2[C:19](=[C:20]([NH:28][C:29]3[CH:34]=[CH:33][C:32]([I:35])=[CH:31][C:30]=3[F:36])[C:21]([NH2:25])=[CH:22][CH:23]=2)[CH:18]=[N:17]1)=[O:15])([CH3:12])([CH3:10])[CH3:11], predict the reactants needed to synthesize it. (7) Given the product [Cl:1][C:2]1[CH:3]=[CH:4][C:5]2[NH:14][C:10](=[O:11])[CH2:9][NH:8][C:6]=2[N:7]=1, predict the reactants needed to synthesize it. The reactants are: [Cl:1][C:2]1[N:7]=[C:6]([NH:8][CH2:9][C:10](OC)=[O:11])[C:5]([N+:14]([O-])=O)=[CH:4][CH:3]=1.O.O.[Sn](Cl)Cl.